This data is from Catalyst prediction with 721,799 reactions and 888 catalyst types from USPTO. The task is: Predict which catalyst facilitates the given reaction. (1) Reactant: [C:1]([O:5][C:6]([N:8]([CH2:29][C:30]1[CH:35]=[CH:34][CH:33]=[CH:32][N:31]=1)[CH2:9][C:10]1[CH:15]=[CH:14][C:13]([CH2:16][NH:17][C:18]2([CH3:28])[C:27]3[N:26]=[CH:25][CH:24]=[CH:23][C:22]=3[CH2:21][CH2:20][CH2:19]2)=[CH:12][CH:11]=1)=[O:7])([CH3:4])([CH3:3])[CH3:2].Cl[CH2:37][C:38]1[N:42]([CH2:43][O:44][CH2:45][CH2:46][Si:47]([CH3:50])([CH3:49])[CH3:48])[C:41]2[CH:51]=[CH:52][CH:53]=[CH:54][C:40]=2[N:39]=1.C(N(C(C)C)CC)(C)C. Product: [C:1]([O:5][C:6]([N:8]([CH2:29][C:30]1[CH:35]=[CH:34][CH:33]=[CH:32][N:31]=1)[CH2:9][C:10]1[CH:11]=[CH:12][C:13]([CH2:16][N:17]([CH2:37][C:38]2[N:42]([CH2:43][O:44][CH2:45][CH2:46][Si:47]([CH3:48])([CH3:49])[CH3:50])[C:41]3[CH:51]=[CH:52][CH:53]=[CH:54][C:40]=3[N:39]=2)[C:18]2([CH3:28])[C:27]3[N:26]=[CH:25][CH:24]=[CH:23][C:22]=3[CH2:21][CH2:20][CH2:19]2)=[CH:14][CH:15]=1)=[O:7])([CH3:2])([CH3:3])[CH3:4]. The catalyst class is: 3. (2) Reactant: [CH3:1][CH2:2][O:3][C:4]([CH:6](P(OCC)(OCC)=O)[F:7])=[O:5].C([Li])CCC.[C:21]([NH:28][CH2:29][CH:30]=O)([O:23][C:24]([CH3:27])([CH3:26])[CH3:25])=[O:22].O. Product: [C:24]([O:23][C:21]([NH:28][CH2:29]/[CH:30]=[C:6](/[F:7])\[C:4]([O:3][CH2:2][CH3:1])=[O:5])=[O:22])([CH3:27])([CH3:26])[CH3:25]. The catalyst class is: 1. (3) Reactant: [Cl:1][C:2]1[CH:3]=[C:4]([CH:28]=[CH:29][CH:30]=1)[O:5][C:6]1[CH:7]=[CH:8][C:9]2[N:13]=[C:12]([CH2:14][O:15][C:16]3[CH:17]=[C:18]([CH:23]=[CH:24][CH:25]=3)[C:19]([O:21]C)=[O:20])[N:11]([CH3:26])[C:10]=2[CH:27]=1.[OH-].[Na+].Cl. Product: [ClH:1].[Cl:1][C:2]1[CH:3]=[C:4]([CH:28]=[CH:29][CH:30]=1)[O:5][C:6]1[CH:7]=[CH:8][C:9]2[N:13]=[C:12]([CH2:14][O:15][C:16]3[CH:17]=[C:18]([CH:23]=[CH:24][CH:25]=3)[C:19]([OH:21])=[O:20])[N:11]([CH3:26])[C:10]=2[CH:27]=1. The catalyst class is: 12. (4) Reactant: [F:1][C:2]([F:35])([F:34])[C:3]1[CH:33]=[CH:32][C:6]([CH2:7][N:8]2[C:16]3[C:11](=[CH:12][CH:13]=[CH:14][C:15]=3[C:17]([NH:19][C:20]3([C:23]4[CH:31]=[CH:30][C:26]([C:27]([OH:29])=[O:28])=[CH:25][CH:24]=4)[CH2:22][CH2:21]3)=[O:18])[CH:10]=[CH:9]2)=[CH:5][CH:4]=1.[CH2:36]([NH:38][CH2:39][CH3:40])[CH3:37].COC(C)(C)C. Product: [F:35][C:2]([F:1])([F:34])[C:3]1[CH:33]=[CH:32][C:6]([CH2:7][N:8]2[C:16]3[C:11](=[CH:12][CH:13]=[CH:14][C:15]=3[C:17]([NH:19][C:20]3([C:23]4[CH:24]=[CH:25][C:26]([C:27]([O-:29])=[O:28])=[CH:30][CH:31]=4)[CH2:21][CH2:22]3)=[O:18])[CH:10]=[CH:9]2)=[CH:5][CH:4]=1.[CH2:36]([NH2+:38][CH2:39][CH3:40])[CH3:37]. The catalyst class is: 8. (5) Reactant: [C:1]([O:9][CH2:10][CH2:11][C:12]([OH:17])([CH3:16])[CH2:13][CH2:14]O)(=[O:8])[C:2]1[CH:7]=[CH:6][CH:5]=[CH:4][CH:3]=1.C(Br)(Br)(Br)[Br:19].C1(P(C2C=CC=CC=2)C2C=CC=CC=2)C=CC=CC=1.O. Product: [C:1]([O:9][CH2:10][CH2:11][C:12]([OH:17])([CH3:16])[CH2:13][CH2:14][Br:19])(=[O:8])[C:2]1[CH:7]=[CH:6][CH:5]=[CH:4][CH:3]=1. The catalyst class is: 7. (6) Reactant: Br[C:2]1[CH:11]=[C:10]2[C:5]([CH:6]=[CH:7][N:8]=[CH:9]2)=[CH:4][C:3]=1[O:12][CH3:13].[N:14]1[CH:19]=[CH:18][CH:17]=[C:16](B(O)O)[CH:15]=1.C(=O)([O-])[O-].[K+].[K+]. Product: [CH3:13][O:12][C:3]1[CH:4]=[C:5]2[C:10](=[CH:11][C:2]=1[C:16]1[CH:15]=[N:14][CH:19]=[CH:18][CH:17]=1)[CH:9]=[N:8][CH:7]=[CH:6]2. The catalyst class is: 9.